Dataset: Reaction yield outcomes from USPTO patents with 853,638 reactions. Task: Predict the reaction yield, written as a fraction of the theoretical maximum amount of product (1.0 means a 100% yield; for example, 0.34 means a 34% yield). (1) The reactants are C[Si](Cl)(C)C.Cl[C:7]([F:18])([F:17])[C:8]([C:10]1[CH:15]=[CH:14][CH:13]=[CH:12][C:11]=1[CH3:16])=[O:9].[I:19]I.O. The catalyst is C(#N)C.[Zn]. The product is [F:17][C:7]([F:18])([I:19])[C:8]([C:10]1[CH:15]=[CH:14][CH:13]=[CH:12][C:11]=1[CH3:16])=[O:9]. The yield is 0.460. (2) The reactants are [F:1][C:2]([F:13])([F:12])[C:3]1[CH:11]=[C:10]2[C:6]([CH:7]=[CH:8][NH:9]2)=[CH:5][CH:4]=1.C([Mg]Br)C.[CH3:18][C:19]1([CH3:27])[C:21]([CH3:23])([CH3:22])[CH:20]1[C:24](Cl)=[O:25]. The product is [CH3:18][C:19]1([CH3:27])[C:21]([CH3:23])([CH3:22])[CH:20]1[C:24]([C:7]1[C:6]2[C:10](=[CH:11][C:3]([C:2]([F:1])([F:12])[F:13])=[CH:4][CH:5]=2)[NH:9][CH:8]=1)=[O:25]. The yield is 0.100. The catalyst is ClCCl.[Cl-].[Zn+2].[Cl-]. (3) The reactants are [N+:1]([C:4]1[CH:14]=[CH:13][C:7]2[C:8]([NH:10][C:11](=[O:12])[C:5]=1[CH:6]=2)=[O:9])([O-:3])=[O:2].[CH:15](Br)([CH3:17])[CH3:16].C(=O)([O-])[O-].[K+].[K+].O. The catalyst is CN(C=O)C. The product is [CH:15]([N:10]1[C:11](=[O:12])[C:13]2=[CH:14][C:4]([N+:1]([O-:3])=[O:2])=[CH:5][CH:6]=[C:7]2[C:8]1=[O:9])([CH3:17])[CH3:16]. The yield is 0.700. (4) The reactants are [CH:1]1([CH:7]([C:9]2[C:10]([CH3:25])=[N:11][N:12]([C:14]3[CH:19]=[CH:18][C:17]([O:20][C:21]([F:24])([F:23])[F:22])=[CH:16][CH:15]=3)[CH:13]=2)O)[CH2:6][CH2:5][CH2:4][CH2:3][CH2:2]1.[NH2:26][C:27]1[CH:32]=[CH:31][C:30]([C:33]([N:35]([CH3:43])[CH2:36][CH2:37][C:38]([O:40]CC)=[O:39])=[O:34])=[CH:29][CH:28]=1. No catalyst specified. The product is [CH:1]1([CH:7]([NH:26][C:27]2[CH:28]=[CH:29][C:30]([C:33]([N:35]([CH3:43])[CH2:36][CH2:37][C:38]([OH:40])=[O:39])=[O:34])=[CH:31][CH:32]=2)[C:9]2[C:10]([CH3:25])=[N:11][N:12]([C:14]3[CH:19]=[CH:18][C:17]([O:20][C:21]([F:24])([F:23])[F:22])=[CH:16][CH:15]=3)[CH:13]=2)[CH2:6][CH2:5][CH2:4][CH2:3][CH2:2]1. The yield is 0.630.